The task is: Predict the product of the given reaction.. This data is from Forward reaction prediction with 1.9M reactions from USPTO patents (1976-2016). (1) The product is: [Cl:1][C:2]1[CH:16]=[CH:15][C:14]([Cl:17])=[CH:13][C:3]=1[O:4][C:5]1[CH:10]=[CH:9][C:8]([N:11]=[C:23]=[S:24])=[CH:7][C:6]=1[F:12]. Given the reactants [Cl:1][C:2]1[CH:16]=[CH:15][C:14]([Cl:17])=[CH:13][C:3]=1[O:4][C:5]1[CH:10]=[CH:9][C:8]([NH2:11])=[CH:7][C:6]=1[F:12].C(=O)(O)[O-].[Na+].[C:23](Cl)(Cl)=[S:24], predict the reaction product. (2) Given the reactants [CH2:1]([O:3][C:4](=[O:38])[CH:5]([C:22]1[N:23]([CH3:37])[C:24]2[C:29]([C:30]=1[S:31][C:32]([CH3:35])([CH3:34])[CH3:33])=[CH:28][C:27]([OH:36])=[CH:26][CH:25]=2)[CH2:6][C:7]1[CH:12]=[CH:11][C:10](B2OC(C)(C)C(C)(C)O2)=[CH:9][CH:8]=1)[CH3:2].Br[C:40]1[CH:45]=[CH:44][C:43]([C:46]([F:49])([F:48])[F:47])=[CH:42][N:41]=1, predict the reaction product. The product is: [CH2:1]([O:3][C:4](=[O:38])[CH:5]([C:22]1[N:23]([CH3:37])[C:24]2[C:29]([C:30]=1[S:31][C:32]([CH3:35])([CH3:33])[CH3:34])=[CH:28][C:27]([OH:36])=[CH:26][CH:25]=2)[CH2:6][C:7]1[CH:12]=[CH:11][C:10]([C:40]2[CH:45]=[CH:44][C:43]([C:46]([F:49])([F:48])[F:47])=[CH:42][N:41]=2)=[CH:9][CH:8]=1)[CH3:2]. (3) Given the reactants [OH-].[Na+].[OH:3][C:4]1[C:17]2[C:16](=[O:18])[C:15]3[C:10](=[CH:11][CH:12]=[CH:13][CH:14]=3)[S:9][C:8]=2[CH:7]=[CH:6][CH:5]=1.[Na].Br[CH2:21][C:22]([O:24]CC)=[O:23].Cl, predict the reaction product. The product is: [C:22]([CH2:21][O:3][C:4]1[C:17]2[C:16](=[O:18])[C:15]3[C:10](=[CH:11][CH:12]=[CH:13][CH:14]=3)[S:9][C:8]=2[CH:7]=[CH:6][CH:5]=1)([OH:24])=[O:23]. (4) Given the reactants [NH2:1][C@@H:2]([C:6]1[CH:11]=[CH:10][CH:9]=[CH:8][CH:7]=1)[C:3](O)=O.Cl.[NH2:13][C@@H:14]([CH:19]([CH3:21])[CH3:20])[C:15](OC)=[O:16].C([C@@H]1NC[C@H](CC(C)C)NC1=O)C(C)C, predict the reaction product. The product is: [CH:19]([C@@H:14]1[NH:13][CH2:3][C@H:2]([C:6]2[CH:11]=[CH:10][CH:9]=[CH:8][CH:7]=2)[NH:1][C:15]1=[O:16])([CH3:21])[CH3:20].